This data is from Forward reaction prediction with 1.9M reactions from USPTO patents (1976-2016). The task is: Predict the product of the given reaction. (1) Given the reactants [CH3:1][C:2]([C:13]1[NH:17][C:16]2[CH:18]=[CH:19][CH:20]=[CH:21][C:15]=2[N:14]=1)([C:4]1[NH:8][C:7]2[CH:9]=[CH:10][CH:11]=[CH:12][C:6]=2[N:5]=1)[CH3:3].[H-].[Na+].I[CH2:25][CH2:26][CH2:27][CH2:28][CH3:29], predict the reaction product. The product is: [CH3:3][C:2]([C:4]1[N:5]([CH2:9][CH2:7][CH2:6][CH2:12][CH3:11])[C:6]2[CH:12]=[CH:11][CH:10]=[CH:9][C:7]=2[N:8]=1)([C:13]1[N:14]([CH2:25][CH2:26][CH2:27][CH2:28][CH3:29])[C:15]2[CH:21]=[CH:20][CH:19]=[CH:18][C:16]=2[N:17]=1)[CH3:1]. (2) Given the reactants [CH2:1](Cl)[CH2:2][OH:3].[F:5][C:6]([F:14])([F:13])[C:7]([C:9]([F:12])([F:11])[F:10])=[O:8].COC(C)(C)C.C(=O)([O-])[O-].[K+].[K+], predict the reaction product. The product is: [F:5][C:6]([F:14])([F:13])[C:7]1([C:9]([F:12])([F:11])[F:10])[O:3][CH2:2][CH2:1][O:8]1. (3) Given the reactants [C:1]([C:3]1[CH:8]=[CH:7][N:6]=[C:5]([NH:9][C:10]2[N:15]=[C:14]([C:16]3[CH:17]=[N:18][C:19]([N:22]4[CH2:26][CH2:25][C@@H:24]([NH:27]C(=O)OC(C)(C)C)[CH2:23]4)=[CH:20][CH:21]=3)[CH:13]=[C:12]([CH:35]3[CH2:37][CH2:36]3)[CH:11]=2)[CH:4]=1)#[N:2].[ClH:38], predict the reaction product. The product is: [ClH:38].[ClH:38].[NH2:27][CH:24]1[CH2:25][CH2:26][N:22]([C:19]2[N:18]=[CH:17][C:16]([C:14]3[CH:13]=[C:12]([CH:35]4[CH2:37][CH2:36]4)[CH:11]=[C:10]([NH:9][C:5]4[CH:4]=[C:3]([C:1]#[N:2])[CH:8]=[CH:7][N:6]=4)[N:15]=3)=[CH:21][CH:20]=2)[CH2:23]1. (4) The product is: [C:3]1([C:1]#[C:2][C:10]2[CH:15]=[CH:14][C:13]([C@@H:16]3[CH2:18][C@H:17]3[C:19]([OH:21])=[O:20])=[CH:12][CH:11]=2)[CH:8]=[CH:7][CH:6]=[CH:5][CH:4]=1. Given the reactants [C:1]([C:3]1[CH:8]=[CH:7][CH:6]=[CH:5][CH:4]=1)#[CH:2].I[C:10]1[CH:15]=[CH:14][C:13]([C@@H:16]2[CH2:18][C@H:17]2[C:19]([OH:21])=[O:20])=[CH:12][CH:11]=1, predict the reaction product. (5) The product is: [N:73]1([C:65]([C:61]2[CH:60]=[C:59]([NH:52][C:12]3[C:21]4[C:20](=[O:22])[N:19]([CH:23]5[CH2:25][CH2:24]5)[C:18](=[O:26])[N:17]([C:27]5[CH:32]=[CH:31][C:30]([I:33])=[CH:29][C:28]=5[F:34])[C:16]=4[N:15]([CH3:35])[C:14](=[O:36])[C:13]=3[CH3:37])[CH:64]=[CH:63][CH:62]=2)=[O:83])[CH2:76][CH2:77][CH2:78]1. Given the reactants CC1C=CC(S(O[C:12]2[C:21]3[C:20](=[O:22])[N:19]([CH:23]4[CH2:25][CH2:24]4)[C:18](=[O:26])[N:17]([C:27]4[CH:32]=[CH:31][C:30]([I:33])=[CH:29][C:28]=4[F:34])[C:16]=3[N:15]([CH3:35])[C:14](=[O:36])[C:13]=2[CH3:37])(=O)=O)=CC=1.FC1C=C(I)C=CC=1NC1N(C)C(=O)C(C)=C2C=1C(=O)NC(=O)[N:52]2[C:59]1[CH:60]=[C:61]([CH2:65]CC(N)=O)[CH:62]=[CH:63][CH:64]=1.[N:73]1[C:78](C)=[CH:77][CH:76]=CC=1C.CC(N(C)C)=[O:83], predict the reaction product. (6) Given the reactants [OH:1][C@H:2]([C:17]1[CH:26]=[CH:25][C:24]([OH:27])=[C:23]2[C:18]=1[CH:19]=[CH:20][C:21](=[O:28])[NH:22]2)[CH2:3][NH:4][CH:5]1[CH2:10][CH2:9][N:8]([CH2:11][CH2:12][CH2:13][C:14]([OH:16])=O)[CH2:7][CH2:6]1.[CH2:29]([NH2:36])[C:30]1[CH:35]=[CH:34][CH:33]=[CH:32][CH:31]=1.C(N(CC)CC)C.CN(C(ON1N=NC2C=CC=NC1=2)=[N+](C)C)C.F[P-](F)(F)(F)(F)F, predict the reaction product. The product is: [CH2:29]([NH:36][C:14](=[O:16])[CH2:13][CH2:12][CH2:11][N:8]1[CH2:7][CH2:6][CH:5]([NH:4][CH2:3][C@H:2]([OH:1])[C:17]2[CH:26]=[CH:25][C:24]([OH:27])=[C:23]3[C:18]=2[CH:19]=[CH:20][C:21](=[O:28])[NH:22]3)[CH2:10][CH2:9]1)[C:30]1[CH:35]=[CH:34][CH:33]=[CH:32][CH:31]=1. (7) Given the reactants [CH3:1][C:2]1([CH2:28][CH2:29][CH2:30][CH2:31][CH2:32][CH2:33][CH2:34][CH3:35])[C:6]([O:7][CH2:8][C:9]([NH:11][C:12]2[CH:17]=[CH:16][C:15](B3OC(C)(C)C(C)(C)O3)=[CH:14][CH:13]=2)=[O:10])=[CH:5][C:4](=[O:27])[S:3]1.I[C:37]1[CH:42]=[CH:41][C:40]([C:43]([F:46])([F:45])[F:44])=[CH:39][CH:38]=1.C([O-])([O-])=O.[Cs+].[Cs+], predict the reaction product. The product is: [CH3:1][C:2]1([CH2:28][CH2:29][CH2:30][CH2:31][CH2:32][CH2:33][CH2:34][CH3:35])[C:6]([O:7][CH2:8][C:9]([NH:11][C:12]2[CH:13]=[CH:14][C:15]([C:37]3[CH:42]=[CH:41][C:40]([C:43]([F:46])([F:45])[F:44])=[CH:39][CH:38]=3)=[CH:16][CH:17]=2)=[O:10])=[CH:5][C:4](=[O:27])[S:3]1. (8) Given the reactants [Cl:1][C:2]1[CH:10]=[C:9]([C:11]([NH:13][CH:14]([C:16]2[NH:20][C:19]3[CH:21]=[CH:22][C:23]([Cl:25])=[CH:24][C:18]=3[N:17]=2)[CH3:15])=[O:12])[CH:8]=[CH:7][C:3]=1[C:4](O)=[O:5].[CH2:26]([N:28]([CH2:38][CH3:39])[CH2:29][CH2:30][CH2:31][CH:32]1[CH2:37][CH2:36][CH2:35][CH2:34][NH:33]1)[CH3:27].C(N(C(C)C)CC)(C)C.ClCl, predict the reaction product. The product is: [Cl:1][C:2]1[CH:10]=[C:9]([CH:8]=[CH:7][C:3]=1[C:4]([N:33]1[CH2:34][CH2:35][CH2:36][CH2:37][CH:32]1[CH2:31][CH2:30][CH2:29][N:28]([CH2:38][CH3:39])[CH2:26][CH3:27])=[O:5])[C:11]([NH:13][CH:14]([C:16]1[NH:20][C:19]2[CH:21]=[CH:22][C:23]([Cl:25])=[CH:24][C:18]=2[N:17]=1)[CH3:15])=[O:12]. (9) Given the reactants [NH:1]1[C:9]2[C:4](=[CH:5][CH:6]=[CH:7][CH:8]=2)[C:3]([CH2:10][CH2:11][CH2:12]O)=[CH:2]1.C(Br)(Br)(Br)[Br:15].C1(P(C2C=CC=CC=2)C2C=CC=CC=2)C=CC=CC=1, predict the reaction product. The product is: [Br:15][CH2:12][CH2:11][CH2:10][C:3]1[C:4]2[C:9](=[CH:8][CH:7]=[CH:6][CH:5]=2)[NH:1][CH:2]=1.